This data is from Drug half-life prediction data from Obach et al.. The task is: Regression/Classification. Given a drug SMILES string, predict its absorption, distribution, metabolism, or excretion properties. Task type varies by dataset: regression for continuous measurements (e.g., permeability, clearance, half-life) or binary classification for categorical outcomes (e.g., BBB penetration, CYP inhibition). For this dataset (half_life_obach), we predict log10(half-life) (log10 of half-life in hours). The compound is CC(=O)CC(c1ccccc1)c1c(O)c2ccccc2oc1=O. The log10(half-life) is 1.46.